From a dataset of Reaction yield outcomes from USPTO patents with 853,638 reactions. Predict the reaction yield, written as a fraction of the theoretical maximum amount of product (1.0 means a 100% yield; for example, 0.34 means a 34% yield). (1) The catalyst is C1COCC1. The reactants are [CH:1]1([S:4]([N:7]2[C:11]3=[CH:12][C:13]4[O:17][CH:16]=[N:15][C:14]=4[C:18]([F:19])=[C:10]3[N:9]([C:20]3[CH:25]=[CH:24][C:23]([I:26])=[CH:22][C:21]=3[F:27])C2=O)(=[O:6])=[O:5])[CH2:3][CH2:2]1.C[Si](C)(C)[O-].[K+]. The product is [F:19][C:18]1[C:14]2[N:15]=[CH:16][O:17][C:13]=2[CH:12]=[C:11]([NH:7][S:4]([CH:1]2[CH2:2][CH2:3]2)(=[O:5])=[O:6])[C:10]=1[NH:9][C:20]1[CH:25]=[CH:24][C:23]([I:26])=[CH:22][C:21]=1[F:27]. The yield is 0.351. (2) The reactants are [NH2:1][C@@H:2]1[CH2:7][CH2:6][C@H:5]([N:8]2[C:13](=[O:14])[C:12]3[CH:15]=[C:16]([F:19])[CH:17]=[N:18][C:11]=3[N:10]([C:20]3[CH:21]=[C:22]([C:26]4[CH:31]=[CH:30][CH:29]=[CH:28][CH:27]=4)[CH:23]=[CH:24][CH:25]=3)[C:9]2=[O:32])[CH2:4][CH2:3]1.CC([Si](C)(C)[O:38][CH2:39][CH:40]=O)(C)C.C(O[BH-](OC(=O)C)OC(=O)C)(=O)C.[Na+]. The catalyst is C(Cl)Cl. The product is [C:22]1([C:26]2[CH:31]=[CH:30][CH:29]=[CH:28][CH:27]=2)[CH:23]=[CH:24][CH:25]=[C:20]([N:10]2[C:11]3[N:18]=[CH:17][C:16]([F:19])=[CH:15][C:12]=3[C:13](=[O:14])[N:8]([C@H:5]3[CH2:6][CH2:7][C@@H:2]([NH:1][CH2:40][CH2:39][OH:38])[CH2:3][CH2:4]3)[C:9]2=[O:32])[CH:21]=1. The yield is 0.500. (3) The reactants are [CH2:1]([O:8][C@@H:9]1[C@@H:17]([CH:18]=[O:19])[O:16][C@H:15]2[C@H:11]([N:12]=[C:13]([N:20]([CH3:28])[C:21](=[O:27])[O:22][C:23]([CH3:26])([CH3:25])[CH3:24])[S:14]2)[CH2:10]1)[C:2]1[CH:7]=[CH:6][CH:5]=[CH:4][CH:3]=1.[CH3:29][Mg+].[Br-]. The catalyst is C1COCC1. The product is [CH2:1]([O:8][C@@H:9]1[C@@H:17]([CH:18]([OH:19])[CH3:29])[O:16][C@H:15]2[C@H:11]([N:12]=[C:13]([N:20]([CH3:28])[C:21](=[O:27])[O:22][C:23]([CH3:24])([CH3:25])[CH3:26])[S:14]2)[CH2:10]1)[C:2]1[CH:3]=[CH:4][CH:5]=[CH:6][CH:7]=1. The yield is 0.370. (4) The reactants are Cl.[NH:2]1[CH2:5][CH2:4][C@H:3]1[C:6]([O:8][CH3:9])=[O:7].C(N(CC)CC)C.Cl[C:18]1[C:27]([N+:28]([O-:30])=[O:29])=[CH:26][C:21]([C:22]([O:24][CH3:25])=[O:23])=[CH:20][N:19]=1. The catalyst is O1CCCC1. The yield is 0.920. The product is [CH3:9][O:8][C:6]([C@@H:3]1[CH2:4][CH2:5][N:2]1[C:18]1[C:27]([N+:28]([O-:30])=[O:29])=[CH:26][C:21]([C:22]([O:24][CH3:25])=[O:23])=[CH:20][N:19]=1)=[O:7].